This data is from Forward reaction prediction with 1.9M reactions from USPTO patents (1976-2016). The task is: Predict the product of the given reaction. (1) Given the reactants [CH3:1][C:2]([N+:14]([O-:16])=[O:15])([CH3:13])[CH2:3][CH2:4][CH:5]=[C:6]1[NH:10][C:9](=[O:11])[NH:8][C:7]1=[O:12].[H][H].CO, predict the reaction product. The product is: [CH3:13][C:2]([N+:14]([O-:16])=[O:15])([CH3:1])[CH2:3][CH2:4][CH2:5][CH:6]1[NH:10][C:9](=[O:11])[NH:8][C:7]1=[O:12]. (2) Given the reactants [OH:1][CH2:2][C@@H:3]([C@@H:5]([C@@H:7]([CH2:9][CH2:10][CH2:11][CH2:12][CH2:13][CH2:14][CH2:15][CH2:16][CH2:17][CH2:18][CH2:19][CH2:20][CH2:21][CH3:22])[OH:8])[OH:6])[NH2:4].C(=O)([O-])[O-].[K+].[K+].[F:29][C:30]([F:41])([F:40])[C:31](O[C:31](=[O:32])[C:30]([F:41])([F:40])[F:29])=[O:32], predict the reaction product. The product is: [F:29][C:30]([F:41])([F:40])[C:31]([NH:4][C@H:3]([C@@H:5]([C@@H:7]([CH2:9][CH2:10][CH2:11][CH2:12][CH2:13][CH2:14][CH2:15][CH2:16][CH2:17][CH2:18][CH2:19][CH2:20][CH2:21][CH3:22])[OH:8])[OH:6])[CH2:2][OH:1])=[O:32].